This data is from NCI-60 drug combinations with 297,098 pairs across 59 cell lines. The task is: Regression. Given two drug SMILES strings and cell line genomic features, predict the synergy score measuring deviation from expected non-interaction effect. Drug 1: C1CCC(C1)C(CC#N)N2C=C(C=N2)C3=C4C=CNC4=NC=N3. Drug 2: COC1=NC(=NC2=C1N=CN2C3C(C(C(O3)CO)O)O)N. Cell line: SK-MEL-2. Synergy scores: CSS=1.31, Synergy_ZIP=5.73, Synergy_Bliss=9.46, Synergy_Loewe=6.08, Synergy_HSA=2.77.